This data is from Full USPTO retrosynthesis dataset with 1.9M reactions from patents (1976-2016). The task is: Predict the reactants needed to synthesize the given product. (1) Given the product [CH3:21][O:20][C:16]1[C:15]2[CH:11]([NH:10][C:7]3[O:8][CH2:9][C:4]4[CH:3]=[C:2]([NH:24][C:25]5[N:30]=[C:29]([C:31]([F:34])([F:32])[F:33])[CH:28]=[CH:27][N:26]=5)[CH:23]=[CH:22][C:5]=4[N:6]=3)[CH2:12][O:13][C:14]=2[CH:19]=[CH:18][CH:17]=1, predict the reactants needed to synthesize it. The reactants are: Br[C:2]1[CH:23]=[CH:22][C:5]2[N:6]=[C:7]([NH:10][CH:11]3[C:15]4[C:16]([O:20][CH3:21])=[CH:17][CH:18]=[CH:19][C:14]=4[O:13][CH2:12]3)[O:8][CH2:9][C:4]=2[CH:3]=1.[NH2:24][C:25]1[N:30]=[C:29]([C:31]([F:34])([F:33])[F:32])[CH:28]=[CH:27][N:26]=1. (2) Given the product [F:1][C:2]1[C:7]([F:8])=[C:6]([N+:10]([O-:12])=[O:11])[CH:5]=[CH:4][C:3]=1[OH:9], predict the reactants needed to synthesize it. The reactants are: [F:1][C:2]1[C:7]([F:8])=[CH:6][CH:5]=[CH:4][C:3]=1[OH:9].[N+:10]([O-])([OH:12])=[O:11]. (3) Given the product [Br:7][C:8]1[CH:9]=[C:10]2[C:14](=[CH:15][CH:16]=1)[N:13]([C:2]1[S:3][CH:4]=[CH:5][N:6]=1)[CH:12]=[CH:11]2, predict the reactants needed to synthesize it. The reactants are: Br[C:2]1[S:3][CH:4]=[CH:5][N:6]=1.[Br:7][C:8]1[CH:9]=[C:10]2[C:14](=[CH:15][CH:16]=1)[NH:13][CH:12]=[CH:11]2.C(=O)([O-])[O-].[Cs+].[Cs+]. (4) Given the product [CH2:31]([C:16]1[C:15]2[C:19](=[CH:20][CH:21]=[CH:22][C:14]=2[NH:13][C:11]([C:8]2[N:5]3[CH:6]=[CH:7][C:2]([N:42]4[CH2:47][CH2:46][NH:45][CH2:44][CH2:43]4)=[CH:3][C:4]3=[N:10][CH:9]=2)=[O:12])[N:18]([CH2:23][C:24]2[CH:29]=[CH:28][CH:27]=[C:26]([CH3:30])[N:25]=2)[N:17]=1)[CH3:32], predict the reactants needed to synthesize it. The reactants are: F[C:2]1[CH:7]=[CH:6][N:5]2[C:8]([C:11]([NH:13][C:14]3[CH:22]=[CH:21][CH:20]=[C:19]4[C:15]=3[C:16]([CH2:31][CH3:32])=[N:17][N:18]4[CH2:23][C:24]3[CH:29]=[CH:28][CH:27]=[C:26]([CH3:30])[N:25]=3)=[O:12])=[CH:9][N:10]=[C:4]2[CH:3]=1.CN1CCCN(C)C1=O.[NH:42]1[CH2:47][CH2:46][NH:45][CH2:44][CH2:43]1. (5) Given the product [Br:1][C:2]1[CH:7]=[CH:6][C:5]([N:8]2[CH2:18][C@H:19]([CH2:20][OH:21])[O:22][C:9]2=[O:10])=[CH:4][C:3]=1[F:16], predict the reactants needed to synthesize it. The reactants are: [Br:1][C:2]1[CH:7]=[CH:6][C:5]([NH:8][C:9](=O)[O:10]CC(C)C)=[CH:4][C:3]=1[F:16].Cl[CH2:18][C@@H:19]([OH:22])[CH2:20][OH:21].CC([O-])(C)C.[K+].C(=O)([O-])N. (6) Given the product [ClH:59].[CH:36]1([CH2:39][N:40]2[C:44]3[CH:45]=[CH:46][C:47]([S:49]([CH2:52][CH3:53])(=[O:50])=[O:51])=[CH:48][C:43]=3[N:42]=[C:41]2[CH2:54][C:55]([CH3:56])([CH3:58])[CH3:57])[CH2:37][CH2:38]1, predict the reactants needed to synthesize it. The reactants are: NC1C=C(S(CC)(=O)=O)C=CC=1NCC1CC1.NC1C=C(S(C(C)C)(=O)=O)C=CC=1NCC1CC1.[CH:36]1([CH2:39][N:40]2[C:44]3[CH:45]=[CH:46][C:47]([S:49]([CH2:52][CH3:53])(=[O:51])=[O:50])=[CH:48][C:43]=3[N:42]=[C:41]2[CH2:54][C:55]([CH3:58])([CH3:57])[CH3:56])[CH2:38][CH2:37]1.[ClH:59]. (7) Given the product [NH2:22][S:19]([C:10]1[CH:9]=[C:8]([CH:7]=[C:6]([NH:5][CH2:4][CH2:3][CH2:2][CH3:1])[C:11]=1[O:12][C:13]1[CH:14]=[CH:15][CH:16]=[CH:17][CH:18]=1)[C:23]([O-:25])=[O:24])(=[O:20])=[O:21].[CH2:27]([N+:43]([CH3:46])([CH3:44])[CH3:45])[CH2:28][CH2:29][CH2:30][CH2:31][CH2:32][CH2:33][CH2:34][CH2:35][CH2:36][CH2:37][CH2:38][CH2:39][CH2:40][CH2:41][CH3:42], predict the reactants needed to synthesize it. The reactants are: [CH3:1][CH2:2][CH2:3][CH2:4][NH:5][C:6]1[CH:7]=[C:8]([C:23]([OH:25])=[O:24])[CH:9]=[C:10]([S:19]([NH2:22])(=[O:21])=[O:20])[C:11]=1[O:12][C:13]1[CH:14]=[CH:15][CH:16]=[CH:17][CH:18]=1.[OH-].[CH2:27]([N+:43]([CH3:46])([CH3:45])[CH3:44])[CH2:28][CH2:29][CH2:30][CH2:31][CH2:32][CH2:33][CH2:34][CH2:35][CH2:36][CH2:37][CH2:38][CH2:39][CH2:40][CH2:41][CH3:42].